From a dataset of Reaction yield outcomes from USPTO patents with 853,638 reactions. Predict the reaction yield, written as a fraction of the theoretical maximum amount of product (1.0 means a 100% yield; for example, 0.34 means a 34% yield). The reactants are Cl.[Br:2][C:3]1[CH:8]=[CH:7][C:6]([CH:9]2[CH2:13][CH2:12][CH2:11][NH:10]2)=[CH:5][CH:4]=1.C=O.[BH-](OC(C)=O)(OC(C)=O)O[C:18](C)=O.[Na+]. The catalyst is CO. The product is [Br:2][C:3]1[CH:4]=[CH:5][C:6]([CH:9]2[CH2:13][CH2:12][CH2:11][N:10]2[CH3:18])=[CH:7][CH:8]=1. The yield is 1.00.